From a dataset of Forward reaction prediction with 1.9M reactions from USPTO patents (1976-2016). Predict the product of the given reaction. (1) Given the reactants Br[C:2]1[C:10]2[C:6](=[N:7][O:8][N:9]=2)[CH:5]=[C:4]([Br:11])[CH:3]=1.CC[N:14]([CH2:17][CH3:18])[CH2:15]C.CN1[C:24](=[O:25])CCC1.[OH-:26].[Na+], predict the reaction product. The product is: [Br:11][C:4]1[CH:3]=[C:2]([N:14]2[CH2:15][CH:18]([C:24]([OH:25])=[O:26])[CH2:17]2)[C:10]2[C:6]([CH:5]=1)=[N:7][O:8][N:9]=2. (2) The product is: [C:8]([C:7]1[N:6]=[CH:5][C:4]([NH:10][C@H:11]([CH2:15][CH3:16])[C:12]([NH2:14])=[O:13])=[CH:3][C:2]=1[NH:24][C:22]1[S:21][N:20]=[C:19]([CH3:18])[CH:23]=1)#[N:9]. Given the reactants Br[C:2]1[CH:3]=[C:4]([NH:10][C@H:11]([CH2:15][CH3:16])[C:12]([NH2:14])=[O:13])[CH:5]=[N:6][C:7]=1[C:8]#[N:9].Cl.[CH3:18][C:19]1[CH:23]=[C:22]([NH2:24])[S:21][N:20]=1.O(C1C=CC=CC=1)[Na].O.O.O.CC1(C)C2C(=C(P(C3C=CC=CC=3)C3C=CC=CC=3)C=CC=2)OC2C(P(C3C=CC=CC=3)C3C=CC=CC=3)=CC=CC1=2, predict the reaction product. (3) Given the reactants [F:1][C:2]1[C:3]([CH2:25][N:26](C)[C:27](=O)OC(C)(C)C)=[CH:4][N:5]([S:14]([C:17]2[CH:22]=[CH:21][CH:20]=[C:19]([O:23][CH3:24])[CH:18]=2)(=[O:16])=[O:15])[C:6]=1[C:7]1[C:8]([F:13])=[N:9][CH:10]=[CH:11][CH:12]=1.C(OCC)(=O)C.[ClH:41], predict the reaction product. The product is: [ClH:41].[F:1][C:2]1[C:3]([CH2:25][NH:26][CH3:27])=[CH:4][N:5]([S:14]([C:17]2[CH:22]=[CH:21][CH:20]=[C:19]([O:23][CH3:24])[CH:18]=2)(=[O:15])=[O:16])[C:6]=1[C:7]1[C:8]([F:13])=[N:9][CH:10]=[CH:11][CH:12]=1. (4) Given the reactants Cl[C:2]1[CH:11]=[CH:10][N:9]=[C:8]2[C:3]=1[CH:4]=[CH:5][C:6]([C:12]1[C:17]([C:18]([F:21])([F:20])[F:19])=[CH:16][CH:15]=[CH:14][N:13]=1)=[N:7]2.[NH2:22][C:23]1[CH:28]=[CH:27][C:26]([C:29]([F:32])([F:31])[F:30])=[CH:25][N:24]=1.CC1(C)C2C(=C(P(C3C=CC=CC=3)C3C=CC=CC=3)C=CC=2)OC2C(P(C3C=CC=CC=3)C3C=CC=CC=3)=CC=CC1=2.C([O-])([O-])=O.[Cs+].[Cs+], predict the reaction product. The product is: [F:19][C:18]([F:21])([F:20])[C:17]1[C:12]([C:6]2[N:7]=[C:8]3[C:3]([C:2]([NH:22][C:23]4[CH:28]=[CH:27][C:26]([C:29]([F:31])([F:30])[F:32])=[CH:25][N:24]=4)=[CH:11][CH:10]=[N:9]3)=[CH:4][CH:5]=2)=[N:13][CH:14]=[CH:15][CH:16]=1. (5) The product is: [C:26]([C:28]1[CH:29]=[CH:30][C:31]([NH:34][C:35]([N:4]2[CH2:3][CH2:2][N:1]([C:7]3[C:16]4[C:11](=[CH:12][C:13]([O:17][CH2:18][CH2:19][CH:20]5[CH2:25][CH2:24][CH2:23][CH2:22][NH:21]5)=[CH:14][CH:15]=4)[N:10]=[CH:9][N:8]=3)[CH2:6][CH2:5]2)=[O:36])=[CH:32][CH:33]=1)#[N:27]. Given the reactants [N:1]1([C:7]2[C:16]3[C:11](=[CH:12][C:13]([O:17][CH2:18][CH2:19][CH:20]4[CH2:25][CH2:24][CH2:23][CH2:22][NH:21]4)=[CH:14][CH:15]=3)[N:10]=[CH:9][N:8]=2)[CH2:6][CH2:5][NH:4][CH2:3][CH2:2]1.[C:26]([C:28]1[CH:33]=[CH:32][C:31]([N:34]=[C:35]=[O:36])=[CH:30][CH:29]=1)#[N:27], predict the reaction product. (6) Given the reactants [CH:1](/[C:5]12[CH2:17][CH2:16][C:15](=[O:18])[C:14]([CH3:19])=[C:13]1[C:12]1[C:7](=[CH:8][C:9]([O:20]C)=[CH:10][CH:11]=1)[CH2:6]2)=[CH:2]\[CH2:3][CH3:4].Cl.N1C=CC=CC=1, predict the reaction product. The product is: [CH:1](/[C:5]12[CH2:17][CH2:16][C:15](=[O:18])[C:14]([CH3:19])=[C:13]1[C:12]1[C:7](=[CH:8][C:9]([OH:20])=[CH:10][CH:11]=1)[CH2:6]2)=[CH:2]\[CH2:3][CH3:4]. (7) Given the reactants [NH2:1][C:2]1[CH:7]=[CH:6][C:5]([CH2:8][C:9]([O:11][C:12]([CH3:15])([CH3:14])[CH3:13])=[O:10])=[CH:4][C:3]=1[O:16][CH3:17].[C:18]1([N:24]=[C:25]=[O:26])[CH:23]=[CH:22][CH:21]=[CH:20][CH:19]=1, predict the reaction product. The product is: [CH3:17][O:16][C:3]1[CH:4]=[C:5]([CH2:8][C:9]([O:11][C:12]([CH3:14])([CH3:13])[CH3:15])=[O:10])[CH:6]=[CH:7][C:2]=1[NH:1][C:25]([NH:24][C:18]1[CH:23]=[CH:22][CH:21]=[CH:20][CH:19]=1)=[O:26].